From a dataset of Full USPTO retrosynthesis dataset with 1.9M reactions from patents (1976-2016). Predict the reactants needed to synthesize the given product. (1) Given the product [F:29][C:30]([F:49])([F:48])[S:31]([O:16][C:13]1[CH:12]=[CH:11][C:10]2[CH2:9][CH2:8][CH:7]([NH:17][C:18]([O:19][C:20]([CH3:21])([CH3:22])[CH3:23])=[O:24])[CH:6]([CH2:5][C:4]3[CH:25]=[CH:26][C:27]([Cl:28])=[C:2]([Cl:1])[CH:3]=3)[C:15]=2[CH:14]=1)(=[O:33])=[O:32], predict the reactants needed to synthesize it. The reactants are: [Cl:1][C:2]1[CH:3]=[C:4]([CH:25]=[CH:26][C:27]=1[Cl:28])[CH2:5][CH:6]1[C:15]2[C:10](=[CH:11][CH:12]=[C:13]([OH:16])[CH:14]=2)[CH2:9][CH2:8][CH:7]1[NH:17][C:18](=[O:24])[O:19][C:20]([CH3:23])([CH3:22])[CH3:21].[F:29][C:30]([F:49])([F:48])[S:31](N(C1C=CC=CC=1)[S:31]([C:30]([F:49])([F:48])[F:29])(=[O:33])=[O:32])(=[O:33])=[O:32].C(N(CC)CC)C. (2) Given the product [N:52]1([S:56]([NH:59][C:30](=[O:32])[C:29]2[CH:33]=[C:25]([Cl:24])[C:26]([CH2:35][O:36][C:37]3[CH:42]=[CH:41][C:40]([Cl:43])=[C:39]([Cl:44])[CH:38]=3)=[CH:27][C:28]=2[F:34])(=[O:58])=[O:57])[CH2:55][CH2:54][CH2:53]1, predict the reactants needed to synthesize it. The reactants are: ClC1C(OC2C=CC(Cl)=C(C(F)(F)F)C=2)=CC(F)=C(C=1)C(O)=O.[Cl:24][C:25]1[C:26]([CH2:35][O:36][C:37]2[CH:42]=[CH:41][C:40]([Cl:43])=[C:39]([Cl:44])[CH:38]=2)=[CH:27][C:28]([F:34])=[C:29]([CH:33]=1)[C:30]([OH:32])=O.CN(C)S(N)(=O)=O.[N:52]1([S:56]([NH2:59])(=[O:58])=[O:57])[CH2:55][CH2:54][CH2:53]1. (3) Given the product [F:18][C:19]1[CH:20]=[CH:21][C:22]([CH3:29])=[C:23]([S:25]([NH:15][C:13]2[CH:12]=[CH:11][CH:10]=[C:9]([CH2:8][O:7][CH2:6][C:5]3[CH:4]=[CH:3][C:2]([F:1])=[CH:17][CH:16]=3)[N:14]=2)(=[O:27])=[O:26])[CH:24]=1, predict the reactants needed to synthesize it. The reactants are: [F:1][C:2]1[CH:17]=[CH:16][C:5]([CH2:6][O:7][CH2:8][C:9]2[N:14]=[C:13]([NH2:15])[CH:12]=[CH:11][CH:10]=2)=[CH:4][CH:3]=1.[F:18][C:19]1[CH:20]=[CH:21][C:22]([CH3:29])=[C:23]([S:25](Cl)(=[O:27])=[O:26])[CH:24]=1. (4) Given the product [C:29]1([C:16]2[C:15]([C:12]3[CH:13]=[CH:14][C:9]([NH:8][S:4]([CH:2]([CH3:3])[CH3:1])(=[O:6])=[O:5])=[CH:10][CH:11]=3)=[N:24][C:23]3[C:18](=[CH:19][CH:20]=[C:21]([C:25]([O:27][CH3:28])=[O:26])[CH:22]=3)[N:17]=2)[CH:30]=[CH:31][CH:32]=[CH:33][CH:34]=1, predict the reactants needed to synthesize it. The reactants are: [CH3:1][CH:2]([S:4](Cl)(=[O:6])=[O:5])[CH3:3].[NH2:8][C:9]1[CH:14]=[CH:13][C:12]([C:15]2[C:16]([C:29]3[CH:34]=[CH:33][CH:32]=[CH:31][CH:30]=3)=[N:17][C:18]3[C:23]([N:24]=2)=[CH:22][C:21]([C:25]([O:27][CH3:28])=[O:26])=[CH:20][CH:19]=3)=[CH:11][CH:10]=1.CCN(C(C)C)C(C)C. (5) Given the product [CH2:1]([N:8]1[N:12]=[N:11][C:10]([C:13]2[C:14]([NH:35][CH:36]3[CH2:41][CH2:40][CH2:39][CH2:38][CH2:37]3)=[N:15][C:16]([NH:19][C:20]3[CH:25]=[CH:24][C:23]([S:26]([CH3:34])(=[NH:28])=[O:27])=[CH:22][CH:21]=3)=[N:17][CH:18]=2)=[N:9]1)[C:2]1[CH:3]=[CH:4][CH:5]=[CH:6][CH:7]=1, predict the reactants needed to synthesize it. The reactants are: [CH2:1]([N:8]1[N:12]=[N:11][C:10]([C:13]2[C:14]([NH:35][CH:36]3[CH2:41][CH2:40][CH2:39][CH2:38][CH2:37]3)=[N:15][C:16]([NH:19][C:20]3[CH:25]=[CH:24][C:23]([S:26]([CH3:34])(=[N:28]C(OCC)=O)=[O:27])=[CH:22][CH:21]=3)=[N:17][CH:18]=2)=[N:9]1)[C:2]1[CH:7]=[CH:6][CH:5]=[CH:4][CH:3]=1.C([O-])C.[Na+].[Na+].[Cl-]. (6) Given the product [NH2:24][C:5]1[CH:4]=[C:3]([C:1]#[N:2])[C:8]([CH3:9])=[CH:7][C:6]=1[NH:10][CH:11]1[CH2:12][CH2:13][N:14]([C:17]([O:19][C:20]([CH3:23])([CH3:22])[CH3:21])=[O:18])[CH2:15][CH2:16]1, predict the reactants needed to synthesize it. The reactants are: [C:1]([C:3]1[C:8]([CH3:9])=[CH:7][C:6]([NH:10][CH:11]2[CH2:16][CH2:15][N:14]([C:17]([O:19][C:20]([CH3:23])([CH3:22])[CH3:21])=[O:18])[CH2:13][CH2:12]2)=[C:5]([N+:24]([O-])=O)[CH:4]=1)#[N:2].O.NN. (7) Given the product [Br:29][CH:16]1[CH2:15][CH2:14][N:13]([CH2:19][CH2:20][N:21]2[CH2:22][CH2:23][O:24][CH2:25][CH2:26]2)[C:12]2[N:8]([CH2:7][C:6]3[CH:5]=[CH:4][C:3]([O:2][CH3:1])=[CH:28][CH:27]=3)[N:9]=[CH:10][C:11]=2[C:17]1=[O:18], predict the reactants needed to synthesize it. The reactants are: [CH3:1][O:2][C:3]1[CH:28]=[CH:27][C:6]([CH2:7][N:8]2[C:12]3[N:13]([CH2:19][CH2:20][N:21]4[CH2:26][CH2:25][O:24][CH2:23][CH2:22]4)[CH2:14][CH2:15][CH2:16][C:17](=[O:18])[C:11]=3[CH:10]=[N:9]2)=[CH:5][CH:4]=1.[Br-:29].[Br-].[Br-].[NH+]1C=CC=CC=1.[NH+]1C=CC=CC=1.[NH+]1C=CC=CC=1.